This data is from Forward reaction prediction with 1.9M reactions from USPTO patents (1976-2016). The task is: Predict the product of the given reaction. The product is: [CH3:29][C:28]1[CH:27]=[C:26]([CH3:30])[NH:25][C:24](=[O:31])[C:23]=1[CH2:22][NH:21][C:19]([C:4]1[C:5]2[CH:10]=[N:9][N:8]([CH:11]([C:13]3[CH:18]=[CH:17][CH:16]=[CH:15][CH:14]=3)[CH3:12])[C:6]=2[N:7]=[C:2]([C:37]2[CH2:36][C:35]([CH3:49])([CH3:48])[NH:34][C:33]([CH3:50])([CH3:32])[CH:38]=2)[CH:3]=1)=[O:20]. Given the reactants Br[C:2]1[CH:3]=[C:4]([C:19]([NH:21][CH2:22][C:23]2[C:24](=[O:31])[NH:25][C:26]([CH3:30])=[CH:27][C:28]=2[CH3:29])=[O:20])[C:5]2[CH:10]=[N:9][N:8]([CH:11]([C:13]3[CH:18]=[CH:17][CH:16]=[CH:15][CH:14]=3)[CH3:12])[C:6]=2[N:7]=1.[CH3:32][C:33]1([CH3:50])[CH2:38][C:37](B2OC(C)(C)C(C)(C)O2)=[CH:36][C:35]([CH3:49])([CH3:48])[NH:34]1.C([O-])([O-])=O.[Na+].[Na+].CO.C(Cl)Cl, predict the reaction product.